This data is from Reaction yield outcomes from USPTO patents with 853,638 reactions. The task is: Predict the reaction yield, written as a fraction of the theoretical maximum amount of product (1.0 means a 100% yield; for example, 0.34 means a 34% yield). The reactants are [CH2:1]1[C:3]2([CH2:7][CH2:6][C@H:5]([CH2:8][O:9][C:10]3[CH:19]=[C:18]4[C:13]([C:14]([O:20][C:21]5[CH:26]=[CH:25][C:24]([NH:27][C:28]([C:30]6[C:31](=[O:43])[N:32](C7C=CC=CC=7)N(C)[C:34]=6[CH3:35])=[O:29])=[CH:23][C:22]=5[F:44])=[CH:15][CH:16]=[N:17]4)=[CH:12][CH:11]=3)[O:4]2)[CH2:2]1.O[C:46]1[CH:55]=[C:54]2[C:49](C(O[C:46]3[CH:55]=[CH:54][C:49](N([C:46]4[CH:55]=[CH:54][CH:49]=[CH:48][CH:47]=4)C(C4(C(N)=O)CC4)=O)=[CH:48][C:47]=3F)=CC=N2)=[CH:48][CH:47]=1.C(=O)([O-])[O-].[Cs+].[Cs+]. The catalyst is CN(C)C(=O)C. The product is [CH2:1]1[C:3]2([CH2:7][CH2:6][C@H:5]([CH2:8][O:9][C:10]3[CH:19]=[C:18]4[C:13]([C:14]([O:20][C:21]5[CH:26]=[CH:25][C:24]([N:27]([C:46]6[CH:55]=[CH:54][CH:49]=[CH:48][CH:47]=6)[C:28]([C:30]6([C:31]([NH2:32])=[O:43])[CH2:35][CH2:34]6)=[O:29])=[CH:23][C:22]=5[F:44])=[CH:15][CH:16]=[N:17]4)=[CH:12][CH:11]=3)[O:4]2)[CH2:2]1. The yield is 0.630.